Dataset: Full USPTO retrosynthesis dataset with 1.9M reactions from patents (1976-2016). Task: Predict the reactants needed to synthesize the given product. (1) The reactants are: [CH:1]1[C:6]2[CH2:7][CH2:8][CH2:9][CH2:10][CH2:11][C:5]=2[CH:4]=[CH:3][C:2]=1[CH2:12][NH2:13].[CH3:14][O:15][C:16]1[CH:17]=[C:18]([CH2:26][CH2:27][C:28](O)=[O:29])[CH:19]=[CH:20][C:21]=1[O:22][CH2:23][C:24]#[CH:25]. Given the product [CH:1]1[C:6]2[CH2:7][CH2:8][CH2:9][CH2:10][CH2:11][C:5]=2[CH:4]=[CH:3][C:2]=1[CH2:12][NH:13][C:28](=[O:29])[CH2:27][CH2:26][C:18]1[CH:19]=[CH:20][C:21]([O:22][CH2:23][C:24]#[CH:25])=[C:16]([O:15][CH3:14])[CH:17]=1, predict the reactants needed to synthesize it. (2) Given the product [CH2:1]([CH:8]1[CH2:13][N:12]([CH3:14])[CH2:11][CH2:10][N:9]1[CH:15]([CH2:8][CH2:1][CH2:2][CH3:3])[CH2:24][CH2:25][N:26]1[C:34](=[O:35])[NH:33][C:32]2[C:27]1=[N:28][C:29]([O:38][CH2:39][CH2:40][CH2:41][CH3:42])=[N:30][C:31]=2[NH2:37])[C:2]1[CH:3]=[CH:4][CH:5]=[CH:6][CH:7]=1, predict the reactants needed to synthesize it. The reactants are: [CH2:1]([CH:8]1[CH2:13][N:12]([CH3:14])[CH2:11][CH2:10][N:9]1[C:15](OC(C)(C)C)=O)[C:2]1[CH:7]=[CH:6][CH:5]=[CH:4][CH:3]=1.BrC[CH2:24][CH2:25][N:26]1[C:34]([O:35]C)=[N:33][C:32]2[C:27]1=[N:28][C:29]([O:38][CH2:39][CH2:40][CH2:41][CH3:42])=[N:30][C:31]=2[NH2:37].[I-].[K+].C(=O)([O-])[O-].[K+].[K+]. (3) Given the product [CH2:1]([OH:49])[C:2]([F:48])([O:7][C:8]([F:46])([F:47])[C:9]([F:45])([O:14][C:15]([F:43])([F:44])[C:16]([F:42])([O:21][C:22]([F:40])([F:41])[C:23]([F:39])([O:28][C:29]([F:37])([F:38])[C:30]([F:36])([F:35])[C:31]([F:34])([F:32])[F:33])[C:24]([F:27])([F:26])[F:25])[C:17]([F:20])([F:19])[F:18])[C:10]([F:13])([F:12])[F:11])[C:3]([F:6])([F:5])[F:4].[F:64][C:65]([F:78])([F:77])[S:66]([O:61][CH2:50][CH2:51][O:52][CH2:53][CH2:54][O:55][CH2:56][CH2:57][O:58][CH2:59][CH3:60])(=[O:68])=[O:67], predict the reactants needed to synthesize it. The reactants are: [CH2:1]([OH:49])[C:2]([F:48])([O:7][C:8]([F:47])([F:46])[C:9]([F:45])([O:14][C:15]([F:44])([F:43])[C:16]([F:42])([O:21][C:22]([F:41])([F:40])[C:23]([F:39])([O:28][C:29]([F:38])([F:37])[C:30]([F:36])([F:35])[C:31]([F:34])([F:33])[F:32])[C:24]([F:27])([F:26])[F:25])[C:17]([F:20])([F:19])[F:18])[C:10]([F:13])([F:12])[F:11])[C:3]([F:6])([F:5])[F:4].[CH2:50]([OH:61])[CH2:51][O:52][CH2:53][CH2:54][O:55][CH2:56][CH2:57][O:58][CH2:59][CH3:60].CCl.[F:64][C:65]([F:78])([F:77])[S:66](O[S:66]([C:65]([F:78])([F:77])[F:64])(=[O:68])=[O:67])(=[O:68])=[O:67].O.Cl. (4) Given the product [OH:11][C:12]1([C:2]2[S:1][CH:5]=[CH:4][N:3]=2)[CH2:13][CH:14]2[CH:19]([C:20]([O:22][CH2:23][CH3:24])=[O:21])[CH:17]([CH2:16][CH2:15]2)[CH2:18]1, predict the reactants needed to synthesize it. The reactants are: [S:1]1[CH:5]=[CH:4][N:3]=[CH:2]1.C([Li])CCC.[O:11]=[C:12]1[CH2:18][CH:17]2[CH:19]([C:20]([O:22][CH2:23][CH3:24])=[O:21])[CH:14]([CH2:15][CH2:16]2)[CH2:13]1. (5) Given the product [Cl:1][C:2]1[C:7]([Cl:8])=[C:6]([C:9]([OH:18])([C:10]([F:12])([F:11])[F:13])[C:14]([F:15])([F:17])[F:16])[CH:5]=[CH:4][C:3]=1[C:19]1[S:23][C:22]([C:24]([N:26]2[CH2:27][CH2:28][S:29](=[NH:32])(=[O:39])[CH2:30][CH2:31]2)=[O:25])=[N:21][C:20]=1[C:40]([N:42]([CH2:45][CH3:46])[CH2:43][CH3:44])=[O:41], predict the reactants needed to synthesize it. The reactants are: [Cl:1][C:2]1[C:7]([Cl:8])=[C:6]([C:9]([OH:18])([C:14]([F:17])([F:16])[F:15])[C:10]([F:13])([F:12])[F:11])[CH:5]=[CH:4][C:3]=1[C:19]1[S:23][C:22]([C:24]([N:26]2[CH2:31][CH2:30][S:29](=[O:39])(=[N:32]C(=O)C(F)(F)F)[CH2:28][CH2:27]2)=[O:25])=[N:21][C:20]=1[C:40]([N:42]([CH2:45][CH3:46])[CH2:43][CH3:44])=[O:41].C([O-])([O-])=O.[K+].[K+]. (6) Given the product [CH3:1][C:2]1[C:7]([O:8][CH3:9])=[C:6]([CH3:10])[C:5]([CH2:11][S@@:12]([C:14]2[NH:15][C:16]3[CH:22]=[C:21]([O:23][CH3:24])[CH:20]=[CH:19][C:17]=3[N:18]=2)=[O:13])=[N:4][CH:3]=1, predict the reactants needed to synthesize it. The reactants are: [CH3:1][C:2]1[C:7]([O:8][CH3:9])=[C:6]([CH3:10])[C:5]([CH2:11][S:12]([C:14]2[N-:18][C:17]3[CH:19]=[CH:20][C:21]([O:23][CH3:24])=[CH:22][C:16]=3[N:15]=2)=[O:13])=[N:4][CH:3]=1.O.[Na+].C1(C(C2C=CC=CC=2)(O)[C@H](C2C=CC=CC=2)O)C=CC=CC=1. (7) Given the product [CH2:1]([O:3][C:4]1[CH:19]=[CH:18][C:7]([CH2:8][CH:9]([C:14]([O:16][CH3:17])=[O:15])[C:10]([O:12][CH3:13])=[O:11])=[CH:6][C:5]=1[CH2:20][O:21][C:31]([NH:30][C:27]1[CH:26]=[CH:25][C:24]([C:23]([F:22])([F:33])[F:34])=[CH:29][CH:28]=1)=[O:32])[CH3:2], predict the reactants needed to synthesize it. The reactants are: [CH2:1]([O:3][C:4]1[CH:19]=[CH:18][C:7]([CH2:8][CH:9]([C:14]([O:16][CH3:17])=[O:15])[C:10]([O:12][CH3:13])=[O:11])=[CH:6][C:5]=1[CH2:20][OH:21])[CH3:2].[F:22][C:23]([F:34])([F:33])[C:24]1[CH:29]=[CH:28][C:27]([N:30]=[C:31]=[O:32])=[CH:26][CH:25]=1.